From a dataset of Forward reaction prediction with 1.9M reactions from USPTO patents (1976-2016). Predict the product of the given reaction. (1) Given the reactants [F:1][C:2]1[CH:7]=[CH:6][C:5]([C:8]2[S:9][CH2:10][CH:11]([C:13]([OH:15])=O)[N:12]=2)=[CH:4][CH:3]=1.[NH2:16][C:17]1[CH:18]=[CH:19][C:20]([N+:27]([O-:29])=[O:28])=[C:21]([C:23]([F:26])([F:25])[F:24])[CH:22]=1.CCN(C(C)C)C(C)C.C1CN([P+](Br)(N2CCCC2)N2CCCC2)CC1.F[P-](F)(F)(F)(F)F, predict the reaction product. The product is: [N+:27]([C:20]1[CH:19]=[CH:18][C:17]([NH:16][C:13]([CH:11]2[CH2:10][S:9][C:8]([C:5]3[CH:4]=[CH:3][C:2]([F:1])=[CH:7][CH:6]=3)=[N:12]2)=[O:15])=[CH:22][C:21]=1[C:23]([F:24])([F:25])[F:26])([O-:29])=[O:28]. (2) Given the reactants C1(O[C:8]([N:12]2[CH2:17][CH2:16][CH:15]([N:18]3[C:22]4[CH:23]=[CH:24][CH:25]=[CH:26][C:21]=4[NH:20][C:19]3=[O:27])[CH2:14][CH2:13]2)=[N:9][C:10]#[N:11])C=CC=CC=1.[CH2:28]([NH2:30])[CH3:29], predict the reaction product. The product is: [C:10]([NH:9][C:8]([N:12]1[CH2:13][CH2:14][CH:15]([N:18]2[C:22]3[CH:23]=[CH:24][CH:25]=[CH:26][C:21]=3[NH:20][C:19]2=[O:27])[CH2:16][CH2:17]1)=[N:30][CH2:28][CH3:29])#[N:11]. (3) Given the reactants [Br:1][C:2]1[CH:3]=[C:4]2[C:15](=[CH:16][CH:17]=1)[O:14][C:7]1([CH2:12][CH2:11][C:10](=[O:13])[CH2:9][CH2:8]1)[CH2:6][C:5]2=[O:18].[BH4-].[Na+], predict the reaction product. The product is: [Br:1][C:2]1[CH:3]=[C:4]2[C:15](=[CH:16][CH:17]=1)[O:14][C:7]1([CH2:8][CH2:9][CH:10]([OH:13])[CH2:11][CH2:12]1)[CH2:6][C:5]2=[O:18]. (4) Given the reactants [CH2:1]([O:3][C:4](=[O:17])[C:5]([O:8][C:9]1[CH:14]=[CH:13][C:12]([CH2:15][NH2:16])=[CH:11][CH:10]=1)([CH3:7])[CH3:6])[CH3:2].[F:18][C:19]([F:40])([F:39])[C:20]1[C:25]([C:26](O)=[O:27])=[CH:24][N:23]=[C:22]([C:29]2[CH:34]=[CH:33][C:32]([C:35]([F:38])([F:37])[F:36])=[CH:31][CH:30]=2)[N:21]=1.C(OC(C1C(C(F)(F)F)=NC(C2C=CC(C(F)(F)F)=CC=2)=NC=1)=O)C, predict the reaction product. The product is: [CH2:1]([O:3][C:4](=[O:17])[C:5]([CH3:7])([O:8][C:9]1[CH:10]=[CH:11][C:12]([CH2:15][NH:16][C:26]([C:25]2[C:20]([C:19]([F:40])([F:18])[F:39])=[N:21][C:22]([C:29]3[CH:30]=[CH:31][C:32]([C:35]([F:37])([F:38])[F:36])=[CH:33][CH:34]=3)=[N:23][CH:24]=2)=[O:27])=[CH:13][CH:14]=1)[CH3:6])[CH3:2].